Dataset: Forward reaction prediction with 1.9M reactions from USPTO patents (1976-2016). Task: Predict the product of the given reaction. The product is: [NH2:11][C:8]1[CH:9]=[C:10]2[C:2]([Br:1])=[C:3]([S:15]([C:18]3[CH:23]=[C:22]([F:24])[CH:21]=[C:20]([C:25]#[N:26])[CH:19]=3)(=[O:16])=[O:17])[S:4][C:5]2=[N:6][CH:7]=1. Given the reactants [Br:1][C:2]1[C:10]2[C:5](=[N+:6]([O-])[CH:7]=[C:8]([N+:11]([O-])=O)[CH:9]=2)[S:4][C:3]=1[S:15]([C:18]1[CH:23]=[C:22]([F:24])[CH:21]=[C:20]([C:25]#[N:26])[CH:19]=1)(=[O:17])=[O:16].C(Cl)(Cl)Cl, predict the reaction product.